From a dataset of Full USPTO retrosynthesis dataset with 1.9M reactions from patents (1976-2016). Predict the reactants needed to synthesize the given product. (1) Given the product [Br:1][C:2]1[CH:7]=[CH:6][C:5]([S:8][CH:12]([CH3:14])[CH3:13])=[CH:4][CH:3]=1, predict the reactants needed to synthesize it. The reactants are: [Br:1][C:2]1[CH:7]=[CH:6][C:5]([SH:8])=[CH:4][CH:3]=1.[H-].[Na+].Br[CH:12]([CH3:14])[CH3:13]. (2) Given the product [Cl:26][C:27]1[C:28]([N:33]2[C:37]([C:38]([NH:1][C:2]3[C:3]([C:4](=[O:5])[N:6]=[S:7]([CH:11]([CH3:13])[CH3:12])[CH:8]([CH3:9])[CH3:10])=[CH:14][C:15]([Cl:19])=[CH:16][C:17]=3[Cl:18])=[O:39])=[CH:36][C:35]([C:41]([F:44])([F:42])[F:43])=[N:34]2)=[N:29][CH:30]=[CH:31][CH:32]=1, predict the reactants needed to synthesize it. The reactants are: [NH2:1][C:2]1[C:17]([Cl:18])=[CH:16][C:15]([Cl:19])=[CH:14][C:3]=1[C:4]([N:6]=[S:7]([CH:11]([CH3:13])[CH3:12])[CH:8]([CH3:10])[CH3:9])=[O:5].C(=O)([O-])[O-].[K+].[K+].[Cl:26][C:27]1[C:28]([N:33]2[C:37]([C:38](Cl)=[O:39])=[CH:36][C:35]([C:41]([F:44])([F:43])[F:42])=[N:34]2)=[N:29][CH:30]=[CH:31][CH:32]=1.O. (3) Given the product [Cl:10][C:11]1[CH:12]=[N:13][C:14]2[C:19]([C:20]=1[CH:21]([F:7])[CH2:22][CH2:23][C:24]1([C:41]([O:43][CH3:44])=[O:42])[CH2:25][CH2:26][N:27]([CH2:30][CH2:31][S:32][C:33]3[CH:38]=[C:37]([F:39])[CH:36]=[CH:35][C:34]=3[F:40])[CH2:28][CH2:29]1)=[CH:18][C:17]([O:46][CH3:47])=[CH:16][CH:15]=2, predict the reactants needed to synthesize it. The reactants are: C(N(S(F)(F)[F:7])CC)C.[Cl:10][C:11]1[CH:12]=[N:13][C:14]2[C:19]([C:20]=1[CH:21](O)[CH2:22][CH2:23][C:24]1([C:41]([O:43][CH3:44])=[O:42])[CH2:29][CH2:28][N:27]([CH2:30][CH2:31][S:32][C:33]3[CH:38]=[C:37]([F:39])[CH:36]=[CH:35][C:34]=3[F:40])[CH2:26][CH2:25]1)=[CH:18][C:17]([O:46][CH3:47])=[CH:16][CH:15]=2.C(=O)([O-])O.[Na+]. (4) Given the product [C:11]([O:20][CH2:22][C:4]([N+:8]([O-:10])=[O:9])([N+:1]([O-:3])=[O:2])[CH3:5])(=[O:19])[CH2:12][CH2:13][CH2:14][CH2:15][CH2:16][CH2:17][CH3:18], predict the reactants needed to synthesize it. The reactants are: [N+:1]([C:4]([N+:8]([O-:10])=[O:9])(O)[CH2:5]C)([O-:3])=[O:2].[C:11]([OH:20])(=[O:19])[CH2:12][CH2:13][CH2:14][CH2:15][CH2:16][CH2:17][CH3:18].Cl[CH:22](Cl)C. (5) Given the product [CH2:32]([N:5]([CH2:1][CH:2]([CH3:3])[CH3:4])[C:6]1[CH:11]=[CH:10][C:9]([C:12]2[C:13]([C:18]([NH:44][S:41]([CH3:40])(=[O:43])=[O:42])=[O:20])=[CH:14][CH:15]=[CH:16][CH:17]=2)=[CH:8][C:7]=1[NH:21][C:22]([NH:24][C:25]1[CH:26]=[CH:27][C:28]([CH3:31])=[CH:29][CH:30]=1)=[O:23])[CH:33]([CH3:35])[CH3:34], predict the reactants needed to synthesize it. The reactants are: [CH2:1]([N:5]([CH2:32][CH:33]([CH3:35])[CH3:34])[C:6]1[CH:11]=[CH:10][C:9]([C:12]2[C:13]([C:18]([OH:20])=O)=[CH:14][CH:15]=[CH:16][CH:17]=2)=[CH:8][C:7]=1[NH:21][C:22]([NH:24][C:25]1[CH:30]=[CH:29][C:28]([CH3:31])=[CH:27][CH:26]=1)=[O:23])[CH:2]([CH3:4])[CH3:3].C(Cl)CCl.[CH3:40][S:41]([NH2:44])(=[O:43])=[O:42]. (6) Given the product [C:1]12([C:11]3[N:12]=[C:13]4[N:17]([CH:18]=3)[C:16]([C:35]3[CH:36]=[C:37]([NH:41][S:42]([CH3:45])(=[O:43])=[O:44])[CH:38]=[CH:39][CH:40]=3)=[CH:15][S:14]4)[CH2:10][CH:5]3[CH2:6][CH:7]([CH2:9][CH:3]([CH2:4]3)[CH2:2]1)[CH2:8]2, predict the reactants needed to synthesize it. The reactants are: [C:1]12([C:11]3[N:12]=[C:13]4[N:17]([CH:18]=3)[C:16](OS(C(F)(F)F)(=O)=O)=[CH:15][S:14]4)[CH2:10][CH:5]3[CH2:6][CH:7]([CH2:9][CH:3]([CH2:4]3)[CH2:2]1)[CH2:8]2.CC1(C)C(C)(C)OB([C:35]2[CH:36]=[C:37]([NH:41][S:42]([CH3:45])(=[O:44])=[O:43])[CH:38]=[CH:39][CH:40]=2)O1.